Dataset: Forward reaction prediction with 1.9M reactions from USPTO patents (1976-2016). Task: Predict the product of the given reaction. (1) The product is: [C:32]([OH:39])(=[O:38])/[CH:33]=[CH:34]/[C:35]([OH:37])=[O:36].[CH3:1][NH:2][CH2:3][C:4]1[C:12]2[O:11][N:10]=[C:9]([CH2:13][CH2:14][CH:15]3[CH2:16][CH2:17][N:18]([C:21]4[CH:26]=[CH:25][N:24]=[CH:23][N:22]=4)[CH2:19][CH2:20]3)[C:8]=2[CH:7]=[CH:6][C:5]=1[O:27][CH2:28][CH:29]1[CH2:31][CH2:30]1. Given the reactants [CH3:1][NH:2][CH2:3][C:4]1[C:12]2[O:11][N:10]=[C:9]([CH2:13][CH2:14][CH:15]3[CH2:20][CH2:19][N:18]([C:21]4[CH:26]=[CH:25][N:24]=[CH:23][N:22]=4)[CH2:17][CH2:16]3)[C:8]=2[CH:7]=[CH:6][C:5]=1[O:27][CH2:28][CH:29]1[CH2:31][CH2:30]1.[C:32]([OH:39])(=[O:38])/[CH:33]=[CH:34]/[C:35]([OH:37])=[O:36], predict the reaction product. (2) Given the reactants [Cl:1][C:2]1[N:7]=[C:6](Cl)[C:5]([CH3:9])=[CH:4][N:3]=1.[OH:10][C:11]1[CH:37]=[CH:36][CH:35]=[CH:34][C:12]=1[CH2:13][NH:14][C:15]([NH:17][C:18]1[N:22]([C:23]2[CH:28]=[CH:27][C:26]([CH3:29])=[CH:25][CH:24]=2)[N:21]=[C:20]([C:30]([CH3:33])([CH3:32])[CH3:31])[CH:19]=1)=[O:16].[OH-].[Na+].[Cl-].[NH4+], predict the reaction product. The product is: [Cl:1][C:2]1[N:7]=[C:6]([O:10][C:11]2[CH:37]=[CH:36][CH:35]=[CH:34][C:12]=2[CH2:13][NH:14][C:15]([NH:17][C:18]2[N:22]([C:23]3[CH:28]=[CH:27][C:26]([CH3:29])=[CH:25][CH:24]=3)[N:21]=[C:20]([C:30]([CH3:32])([CH3:33])[CH3:31])[CH:19]=2)=[O:16])[C:5]([CH3:9])=[CH:4][N:3]=1. (3) Given the reactants Br[C:2]1[CH:3]=[N:4][CH:5]=[C:6]([O:8][CH3:9])[CH:7]=1.[C:10]([C:12]1[CH:17]=[CH:16][C:15](B(O)O)=[CH:14][CH:13]=1)#[N:11].[Cl-].[Li+].C(=O)([O-])[O-].[Na+].[Na+], predict the reaction product. The product is: [CH3:9][O:8][C:6]1[CH:7]=[C:2]([C:15]2[CH:16]=[CH:17][C:12]([C:10]#[N:11])=[CH:13][CH:14]=2)[CH:3]=[N:4][CH:5]=1. (4) Given the reactants Cl.[F:2][C:3]1[C:4]([N+:24]([O-])=O)=[C:5]([O:22][CH3:23])[C:6]2[NH:10][C:9](=[O:11])[N:8]([C:12]3[CH:17]=[CH:16][C:15]([I:18])=[CH:14][C:13]=3[F:19])[C:7]=2[C:20]=1[F:21].C(OCC)(=O)C, predict the reaction product. The product is: [NH2:24][C:4]1[C:3]([F:2])=[C:20]([F:21])[C:7]2[N:8]([C:12]3[CH:17]=[CH:16][C:15]([I:18])=[CH:14][C:13]=3[F:19])[C:9](=[O:11])[NH:10][C:6]=2[C:5]=1[O:22][CH3:23]. (5) Given the reactants [F:1][C:2]([F:47])([F:46])[C:3]1[CH:4]=[C:5]([CH:39]=[C:40]([C:42]([F:45])([F:44])[F:43])[CH:41]=1)[CH2:6][N:7]([CH2:25][C:26]1[CH:31]=[C:30]([C:32]([F:35])([F:34])[F:33])[CH:29]=[CH:28][C:27]=1[O:36][CH2:37][CH3:38])[C:8]1[N:13]=[CH:12][C:11]([N:14]2[CH2:19][CH2:18][CH:17]([C:20]([O:22]CC)=[O:21])[CH2:16][CH2:15]2)=[CH:10][N:9]=1.[OH-].[Na+].Cl.C(OCC)(=O)C, predict the reaction product. The product is: [F:47][C:2]([F:1])([F:46])[C:3]1[CH:4]=[C:5]([CH:39]=[C:40]([C:42]([F:45])([F:44])[F:43])[CH:41]=1)[CH2:6][N:7]([CH2:25][C:26]1[CH:31]=[C:30]([C:32]([F:34])([F:35])[F:33])[CH:29]=[CH:28][C:27]=1[O:36][CH2:37][CH3:38])[C:8]1[N:13]=[CH:12][C:11]([N:14]2[CH2:19][CH2:18][CH:17]([C:20]([OH:22])=[O:21])[CH2:16][CH2:15]2)=[CH:10][N:9]=1. (6) Given the reactants [OH:1][C@@H:2]1[CH2:6][CH2:5][N:4]([C:7]([O:9][C:10]([CH3:13])([CH3:12])[CH3:11])=[O:8])[CH2:3]1.[H-].[Na+].Cl[C:17]1[CH:22]=[CH:21][C:20]([N+:23]([O-:25])=[O:24])=[CH:19][N:18]=1, predict the reaction product. The product is: [N+:23]([C:20]1[CH:21]=[CH:22][C:17]([O:1][C@@H:2]2[CH2:6][CH2:5][N:4]([C:7]([O:9][C:10]([CH3:13])([CH3:12])[CH3:11])=[O:8])[CH2:3]2)=[N:18][CH:19]=1)([O-:25])=[O:24]. (7) Given the reactants Br[C:2]1[C:10]2[N:9]3[CH2:11][CH2:12][NH:13][C:14](=[O:15])[C:8]3=[CH:7][C:6]=2[CH:5]=[C:4]([C:16]#[N:17])[CH:3]=1.[F:18][C:19]1[C:24]([F:25])=[C:23]([F:26])[CH:22]=[CH:21][C:20]=1B(O)O, predict the reaction product. The product is: [O:15]=[C:14]1[C:8]2=[CH:7][C:6]3[CH:5]=[C:4]([C:16]#[N:17])[CH:3]=[C:2]([C:22]4[CH:21]=[CH:20][C:19]([F:18])=[C:24]([F:25])[C:23]=4[F:26])[C:10]=3[N:9]2[CH2:11][CH2:12][NH:13]1. (8) Given the reactants [NH2:1][C:2]1([CH2:8][OH:9])[CH2:7][CH2:6][CH2:5][CH2:4][CH2:3]1.C(N(CC)CC)C.[CH:17]([Si:20](Cl)([CH:24]([CH3:26])[CH3:25])[CH:21]([CH3:23])[CH3:22])([CH3:19])[CH3:18], predict the reaction product. The product is: [CH:17]([Si:20]([CH:24]([CH3:26])[CH3:25])([CH:21]([CH3:23])[CH3:22])[O:9][CH2:8][C:2]1([NH2:1])[CH2:7][CH2:6][CH2:5][CH2:4][CH2:3]1)([CH3:19])[CH3:18]. (9) Given the reactants [CH3:1][C:2]1[C:7]2[C:8]([O:10][C:11]3[C:12]([CH3:23])=[C:13]([O:21][CH3:22])[CH:14]=[C:15]([C:18]([OH:20])=[O:19])[C:16]=3[O:17][C:6]=2[C:5]([CH:24]=[O:25])=[C:4]([OH:26])[CH:3]=1)=[O:9].Cl.[OH-:28].[Li+], predict the reaction product. The product is: [CH3:1][C:2]1[C:7]([C:8]([OH:9])=[O:28])=[C:6]([O:17][C:16]2[C:15]([C:18]([OH:20])=[O:19])=[CH:14][C:13]([O:21][CH3:22])=[C:12]([CH3:23])[C:11]=2[OH:10])[C:5]([CH:24]=[O:25])=[C:4]([OH:26])[CH:3]=1. (10) Given the reactants Cl.[Cl:2][C:3]1[CH:4]=[C:5]2[C:9](=[CH:10][CH:11]=1)[NH:8][CH:7]=[C:6]2[CH2:12][CH2:13][NH2:14].[C:15]1([C:21]2[O:25][CH:24]=[N:23][C:22]=2[C:26](Cl)=[O:27])[CH:20]=[CH:19][CH:18]=[CH:17][CH:16]=1.C(N(CC)CC)C.C(OCC)(=O)C, predict the reaction product. The product is: [Cl:2][C:3]1[CH:4]=[C:5]2[C:9](=[CH:10][CH:11]=1)[NH:8][CH:7]=[C:6]2[CH2:12][CH2:13][NH:14][C:26]([C:22]1[N:23]=[CH:24][O:25][C:21]=1[C:15]1[CH:16]=[CH:17][CH:18]=[CH:19][CH:20]=1)=[O:27].